From a dataset of Catalyst prediction with 721,799 reactions and 888 catalyst types from USPTO. Predict which catalyst facilitates the given reaction. (1) Reactant: [C:1]([C:5]1[N:13]=[C:12]2[C:8]([N:9]=[CH:10][NH:11]2)=[C:7]([Cl:14])[N:6]=1)([CH3:4])([CH3:3])[CH3:2].[H-].[Na+].Cl[CH2:18][C:19]1[N:23]([CH:24]2[CH2:26][CH2:25]2)[N:22]=[N:21][N:20]=1. Product: [C:1]([C:5]1[N:13]=[C:12]2[C:8]([N:9]=[CH:10][N:11]2[CH2:18][C:19]2[N:23]([CH:24]3[CH2:26][CH2:25]3)[N:22]=[N:21][N:20]=2)=[C:7]([Cl:14])[N:6]=1)([CH3:4])([CH3:2])[CH3:3]. The catalyst class is: 3. (2) Reactant: [NH:1]1[CH:5]=[CH:4][N:3]=[C:2]1[C:6]1[CH:7]=[CH:8][C:9]([CH3:22])=[C:10]([NH:12][C:13](=[O:21])[C:14]2[CH:19]=[CH:18][C:17]([OH:20])=[CH:16][CH:15]=2)[CH:11]=1.Br[CH2:24][CH:25]1[CH2:30][CH2:29][CH2:28][CH2:27][N:26]1[C:31]([O:33][C:34]([CH3:37])([CH3:36])[CH3:35])=[O:32].C([O-])([O-])=O.[K+].[K+].[Na+].[I-]. Product: [NH:1]1[CH:5]=[CH:4][N:3]=[C:2]1[C:6]1[CH:7]=[CH:8][C:9]([CH3:22])=[C:10]([NH:12][C:13]([C:14]2[CH:19]=[CH:18][C:17]([O:20][CH2:24][CH:25]3[CH2:30][CH2:29][CH2:28][CH2:27][N:26]3[C:31]([O:33][C:34]([CH3:35])([CH3:37])[CH3:36])=[O:32])=[CH:16][CH:15]=2)=[O:21])[CH:11]=1. The catalyst class is: 578. (3) Reactant: [CH2:1]([N:8]1[C@@H:13]2[C@H:14]([C:16]#[N:17])[CH2:15][C@@:9]1([C:43]1[CH:48]=[CH:47][CH:46]=[CH:45][CH:44]=1)[C@H:10]([O:18][C@H:19]([C:29]1[CH:34]=[C:33]([C:35]([F:38])([F:37])[F:36])[CH:32]=[C:31]([C:39]([F:42])([F:41])[F:40])[CH:30]=1)[CH2:20][O:21][CH2:22][C:23]1[CH:28]=[CH:27][CH:26]=[CH:25][CH:24]=1)[CH2:11][CH2:12]2)[C:2]1[CH:7]=[CH:6][CH:5]=[CH:4][CH:3]=1.[N-:49]=[N+:50]=[N-:51].[Na+].[Cl-].[NH4+].Cl.C(N(CC)CC)C. Product: [CH2:1]([N:8]1[C@@H:13]2[C@H:14]([C:16]3[NH:51][N:50]=[N:49][N:17]=3)[CH2:15][C@@:9]1([C:43]1[CH:48]=[CH:47][CH:46]=[CH:45][CH:44]=1)[C@H:10]([O:18][C@H:19]([C:29]1[CH:34]=[C:33]([C:35]([F:37])([F:38])[F:36])[CH:32]=[C:31]([C:39]([F:40])([F:41])[F:42])[CH:30]=1)[CH2:20][O:21][CH2:22][C:23]1[CH:28]=[CH:27][CH:26]=[CH:25][CH:24]=1)[CH2:11][CH2:12]2)[C:2]1[CH:7]=[CH:6][CH:5]=[CH:4][CH:3]=1. The catalyst class is: 42. (4) Reactant: [CH2:1]([O:8][C:9]([N:11]1[CH2:16][CH2:15][N:14]([C:17]2[CH:22]=[CH:21][C:20]([NH:23][C:24]([O:26]CC3C=CC=CC=3)=[O:25])=[CH:19][C:18]=2[F:34])[CH2:13][CH2:12]1)=[O:10])[C:2]1[CH:7]=[CH:6][CH:5]=[CH:4][CH:3]=1.C([Li])CCC.CCCCCC.[C:46](OC[C@@H]1OC1)(=[O:50])[CH2:47][CH2:48]C.[NH4+].[Cl-]. Product: [F:34][C:18]1[CH:19]=[C:20]([N:23]2[CH2:48][C@H:47]([CH2:46][OH:50])[O:26][C:24]2=[O:25])[CH:21]=[CH:22][C:17]=1[N:14]1[CH2:13][CH2:12][N:11]([C:9]([O:8][CH2:1][C:2]2[CH:7]=[CH:6][CH:5]=[CH:4][CH:3]=2)=[O:10])[CH2:16][CH2:15]1. The catalyst class is: 1. (5) Reactant: C(OC([N:8]1[C:16]2[C:11](=[CH:12][CH:13]=[C:14]([CH2:17][C:18]3[CH:23]=[CH:22][C:21]([F:24])=[CH:20][CH:19]=3)[CH:15]=2)[C:10]([CH3:26])([CH3:25])[CH2:9]1)=O)(C)(C)C.Cl. Product: [F:24][C:21]1[CH:22]=[CH:23][C:18]([CH2:17][C:14]2[CH:15]=[C:16]3[C:11]([C:10]([CH3:25])([CH3:26])[CH2:9][NH:8]3)=[CH:12][CH:13]=2)=[CH:19][CH:20]=1. The catalyst class is: 5.